This data is from Catalyst prediction with 721,799 reactions and 888 catalyst types from USPTO. The task is: Predict which catalyst facilitates the given reaction. (1) Reactant: [NH2:1][CH2:2][C:3]1[C:4]([C:17]([F:20])([F:19])[F:18])=[N:5][C:6]([NH:9][C:10]2[CH:15]=[CH:14][CH:13]=[C:12]([Cl:16])[CH:11]=2)=[N:7][CH:8]=1.[O:21]1[CH2:26][CH2:25][CH:24]([C:27](O)=[O:28])[CH2:23][CH2:22]1.ON1C2C=CC=CC=2N=N1.Cl.C(N=C=NCCCN(C)C)C. Product: [Cl:16][C:12]1[CH:11]=[C:10]([NH:9][C:6]2[N:5]=[C:4]([C:17]([F:20])([F:19])[F:18])[C:3]([CH2:2][NH:1][C:27]([CH:24]3[CH2:25][CH2:26][O:21][CH2:22][CH2:23]3)=[O:28])=[CH:8][N:7]=2)[CH:15]=[CH:14][CH:13]=1. The catalyst class is: 866. (2) Reactant: [Br:1][C:2]1[C:10]2[N:9]=[C:8]([C:11]([F:14])([F:13])[F:12])[N:7]([CH2:15][C:16]3[CH:21]=[CH:20][CH:19]=[C:18]([Cl:22])[C:17]=3[CH3:23])[C:6]=2[CH:5]=[C:4]([N+:24]([O-])=O)[CH:3]=1.O.O.[Sn](Cl)Cl.Cl. The catalyst class is: 5. Product: [Br:1][C:2]1[C:10]2[N:9]=[C:8]([C:11]([F:14])([F:13])[F:12])[N:7]([CH2:15][C:16]3[CH:21]=[CH:20][CH:19]=[C:18]([Cl:22])[C:17]=3[CH3:23])[C:6]=2[CH:5]=[C:4]([NH2:24])[CH:3]=1. (3) The catalyst class is: 15. Product: [Cl:19][C:20]1[CH:29]=[CH:28][CH:27]=[C:26]2[C:21]=1[C:22](=[O:34])[NH:23][C:24]([CH2:30][CH2:31][CH2:32][N:7]1[CH2:6][CH2:5][C:4]([C:2]#[N:3])([C:10]3[CH:15]=[CH:14][CH:13]=[CH:12][CH:11]=3)[CH2:9][CH2:8]1)=[N:25]2. Reactant: Cl.[C:2]([C:4]1([C:10]2[CH:15]=[CH:14][CH:13]=[CH:12][CH:11]=2)[CH2:9][CH2:8][NH:7][CH2:6][CH2:5]1)#[N:3].C(#N)C.[Cl:19][C:20]1[C:21]2[C:22](=[O:34])[N:23]3[CH:32](O)[CH2:31][CH2:30][C:24]3=[N:25][C:26]=2[CH:27]=[CH:28][CH:29]=1.C([BH3-])#N.[Na+]. (4) Product: [CH2:29]([O:28][C:25]1[CH:26]=[CH:27][C:22]([CH:11]([NH:10][C:2](=[O:8])[C:3]([O:5][CH2:6][CH3:7])=[O:4])[C:12]([C:14]2[CH:15]=[CH:16][C:17]([O:20][CH3:21])=[CH:18][CH:19]=2)=[O:13])=[CH:23][CH:24]=1)[C:30]1[CH:35]=[CH:34][CH:33]=[CH:32][CH:31]=1. Reactant: Cl[C:2](=[O:8])[C:3]([O:5][CH2:6][CH3:7])=[O:4].Cl.[NH2:10][CH:11]([C:22]1[CH:27]=[CH:26][C:25]([O:28][CH2:29][C:30]2[CH:35]=[CH:34][CH:33]=[CH:32][CH:31]=2)=[CH:24][CH:23]=1)[C:12]([C:14]1[CH:19]=[CH:18][C:17]([O:20][CH3:21])=[CH:16][CH:15]=1)=[O:13]. The catalyst class is: 48. (5) Reactant: O.[PH2:2]([O-:4])=[O:3].[Na+].S(=O)(=O)(O)O.C=C.OO.[C:15]([O-])(=O)[CH3:16].[Al+3:19].[C:20]([O-])(=O)[CH3:21].[C:24]([O-])(=O)[CH3:25].[Al+3].C(P(CC)(=O)[O-])C.C(P(CC)(=O)[O-])C.C(P(CC)(=O)[O-])C. Product: [Al+3:19].[CH2:15]([P:2]([O-:4])[O-:3])[CH3:16].[CH2:20]([P:2]([O-:4])[O-:3])[CH3:21].[CH2:24]([P:2]([O-:4])[O-:3])[CH3:25].[Al+3:19]. The catalyst class is: 6. (6) Reactant: [Na].C(O[C:5](=[O:11])[C:6]([O:8][CH2:9][CH3:10])=[O:7])C.[CH2:12]([N:19]1[CH2:24][CH2:23][C:22](=[O:25])[CH2:21][CH2:20]1)[C:13]1[CH:18]=[CH:17][CH:16]=[CH:15][CH:14]=1. Product: [CH2:9]([O:8][C:6](=[O:7])[C:5]([CH:23]1[C:22](=[O:25])[CH2:21][CH2:20][N:19]([CH2:12][C:13]2[CH:18]=[CH:17][CH:16]=[CH:15][CH:14]=2)[CH2:24]1)=[O:11])[CH3:10]. The catalyst class is: 8. (7) Reactant: [NH2:1][C:2]([CH3:27])([CH3:26])[CH2:3][NH:4][C:5]1[C:14]2[C:9](=[CH:10][CH:11]=[C:12]([O:15][CH2:16][C:17]3[CH:22]=[CH:21][CH:20]=[CH:19][CH:18]=3)[CH:13]=2)[N:8]=[CH:7][C:6]=1[N+:23]([O-:25])=[O:24].[OH-].[Na+].[C:30](O[C:30]([O:32][C:33]([CH3:36])([CH3:35])[CH3:34])=[O:31])([O:32][C:33]([CH3:36])([CH3:35])[CH3:34])=[O:31]. Product: [C:33]([O:32][C:30](=[O:31])[NH:1][C:2]([CH3:27])([CH3:26])[CH2:3][NH:4][C:5]1[C:14]2[C:9](=[CH:10][CH:11]=[C:12]([O:15][CH2:16][C:17]3[CH:22]=[CH:21][CH:20]=[CH:19][CH:18]=3)[CH:13]=2)[N:8]=[CH:7][C:6]=1[N+:23]([O-:25])=[O:24])([CH3:36])([CH3:35])[CH3:34]. The catalyst class is: 1.